Dataset: HIV replication inhibition screening data with 41,000+ compounds from the AIDS Antiviral Screen. Task: Binary Classification. Given a drug SMILES string, predict its activity (active/inactive) in a high-throughput screening assay against a specified biological target. The result is 0 (inactive). The molecule is CN(C)C=C(S(C)(=O)=O)S(C)(=O)=O.